This data is from Reaction yield outcomes from USPTO patents with 853,638 reactions. The task is: Predict the reaction yield, written as a fraction of the theoretical maximum amount of product (1.0 means a 100% yield; for example, 0.34 means a 34% yield). (1) The reactants are [F:1][C:2]([F:14])([F:13])[C:3]1[CH:4]=[C:5]2[C:9](=[CH:10][CH:11]=1)[NH:8][N:7]=[C:6]2[NH2:12].Br[C:16]1[S:17][CH:18]=[CH:19][N:20]=1. The catalyst is C(O)CCC. The product is [S:17]1[CH:18]=[CH:19][N:20]=[C:16]1[NH:12][C:6]1[C:5]2[C:9](=[CH:10][CH:11]=[C:3]([C:2]([F:1])([F:13])[F:14])[CH:4]=2)[NH:8][N:7]=1. The yield is 0.270. (2) The reactants are [NH2:1][C:2]1[S:3][C:4]2[CH:10]=[C:9]([CH3:11])[C:8]([OH:12])=[CH:7][C:5]=2[N:6]=1.[CH2:13]([N:15]=[C:16]=[O:17])[CH3:14]. The catalyst is O1CCOCC1. The product is [CH2:13]([NH:15][C:16]([NH:1][C:2]1[S:3][C:4]2[CH:10]=[C:9]([CH3:11])[C:8]([OH:12])=[CH:7][C:5]=2[N:6]=1)=[O:17])[CH3:14]. The yield is 0.610.